Dataset: Peptide-MHC class I binding affinity with 185,985 pairs from IEDB/IMGT. Task: Regression. Given a peptide amino acid sequence and an MHC pseudo amino acid sequence, predict their binding affinity value. This is MHC class I binding data. (1) The peptide sequence is SHEGEGIPL. The MHC is HLA-B27:05 with pseudo-sequence HLA-B27:05. The binding affinity (normalized) is 0.0847. (2) The peptide sequence is HAEQGLIQY. The MHC is HLA-B57:01 with pseudo-sequence HLA-B57:01. The binding affinity (normalized) is 0.0847. (3) The peptide sequence is PIPVGDIYK. The MHC is HLA-A74:01 with pseudo-sequence YFAMYQENVAHTDVDTLYIMYQDYTWAVLAYTWY. The binding affinity (normalized) is 0.0847. (4) The peptide sequence is LLALQQLEV. The MHC is HLA-A02:06 with pseudo-sequence HLA-A02:06. The binding affinity (normalized) is 0.504. (5) The peptide sequence is ISSRVDRYSK. The MHC is HLA-A68:01 with pseudo-sequence HLA-A68:01. The binding affinity (normalized) is 0.375. (6) The MHC is HLA-B44:02 with pseudo-sequence HLA-B44:02. The binding affinity (normalized) is 0.0847. The peptide sequence is EVRLATMLF.